This data is from Full USPTO retrosynthesis dataset with 1.9M reactions from patents (1976-2016). The task is: Predict the reactants needed to synthesize the given product. (1) Given the product [Cl:1][C:2]1[C:7]([N+:8]([O-:10])=[O:9])=[CH:6][CH:5]=[C:4]([Cl:11])[C:3]=1[C:12]1[C:13](=[O:14])[NH:15][C:16]2[C:17]([CH:22]=1)=[CH:18][CH:19]=[CH:20][CH:21]=2, predict the reactants needed to synthesize it. The reactants are: [Cl:1][C:2]1[C:7]([N+:8]([O-:10])=[O:9])=[CH:6][CH:5]=[C:4]([Cl:11])[C:3]=1[CH2:12][C:13]([NH:15][C:16]1[CH:21]=[CH:20][CH:19]=[CH:18][C:17]=1[CH:22]=O)=[O:14].C([O-])([O-])=O.[Na+].[Na+]. (2) Given the product [F:1][C:2]1[CH:7]=[CH:6][C:5]([C:8]2[O:23][C:11]3=[N:12][C:13]([N:17]([CH3:22])[S:18]([CH3:21])(=[O:20])=[O:19])=[C:14]([B:28]([OH:33])[OH:32])[CH:15]=[C:10]3[C:9]=2[C:24](=[O:25])[NH:26][CH3:27])=[CH:4][CH:3]=1, predict the reactants needed to synthesize it. The reactants are: [F:1][C:2]1[CH:7]=[CH:6][C:5]([C:8]2[O:23][C:11]3=[N:12][C:13]([N:17]([CH3:22])[S:18]([CH3:21])(=[O:20])=[O:19])=[C:14](I)[CH:15]=[C:10]3[C:9]=2[C:24]([NH:26][CH3:27])=[O:25])=[CH:4][CH:3]=1.[B:28]([OH:33])([OH:32])B(O)O.CC([O-])=O.[K+]. (3) Given the product [CH3:38][S:39][CH2:34][CH2:33][C:29]1[N:28]([CH2:27][CH2:26][CH2:25][CH2:24][C:21]2[CH:22]=[CH:23][C:18]([O:17][CH2:16][C:14]3[N:15]=[C:11](/[CH:10]=[CH:9]/[C:6]4[CH:7]=[CH:8][C:3]([C:2]([F:37])([F:36])[F:1])=[CH:4][CH:5]=4)[O:12][CH:13]=3)=[CH:19][CH:20]=2)[CH:32]=[CH:31][N:30]=1, predict the reactants needed to synthesize it. The reactants are: [F:1][C:2]([F:37])([F:36])[C:3]1[CH:8]=[CH:7][C:6](/[CH:9]=[CH:10]/[C:11]2[O:12][CH:13]=[C:14]([CH2:16][O:17][C:18]3[CH:23]=[CH:22][C:21]([CH2:24][CH2:25][CH2:26][CH2:27][N:28]4[CH:32]=[CH:31][N:30]=[C:29]4[CH2:33][CH2:34]O)=[CH:20][CH:19]=3)[N:15]=2)=[CH:5][CH:4]=1.[CH3:38][S:39](Cl)(=O)=O.C[S-].[Na+]. (4) Given the product [ClH:16].[OH:2][C:3]1[CH:4]=[C:5]([CH2:9][CH2:10][NH2:11])[CH:6]=[CH:7][CH:8]=1, predict the reactants needed to synthesize it. The reactants are: C[O:2][C:3]1[CH:4]=[C:5]([CH2:9][CH2:10][NH2:11])[CH:6]=[CH:7][CH:8]=1.B(Br)(Br)Br.[ClH:16].CO. (5) Given the product [CH2:13]1[C:21]2[C:16](=[CH:17][C:18]([N:22]3[CH2:6][CH2:7][CH:5]([C:8]([OH:9])=[O:10])[C:4]3=[O:11])=[CH:19][CH:20]=2)[CH2:15][O:14]1, predict the reactants needed to synthesize it. The reactants are: CC1(C)[O:9][C:8](=[O:10])[C:5]2([CH2:7][CH2:6]2)[C:4](=[O:11])O1.[CH2:13]1[C:21]2[C:16](=[CH:17][C:18]([NH2:22])=[CH:19][CH:20]=2)[CH2:15][O:14]1. (6) Given the product [OH:13][CH2:12][CH2:11][CH:10]([C:8]1[NH:7][C:6]2[CH:28]=[CH:29][C:3]([C:1]#[N:2])=[CH:4][C:5]=2[N:9]=1)[C:16]1[C:24]([O:25][CH3:26])=[CH:23][C:22]([CH3:27])=[C:21]2[C:17]=1[CH:18]=[CH:19][NH:20]2, predict the reactants needed to synthesize it. The reactants are: [C:1]([C:3]1[CH:29]=[CH:28][C:6]2[NH:7][C:8]([CH:10]([C:16]3[C:24]([O:25][CH3:26])=[CH:23][C:22]([CH3:27])=[C:21]4[C:17]=3[CH:18]=[CH:19][NH:20]4)[CH2:11][C:12](OC)=[O:13])=[N:9][C:5]=2[CH:4]=1)#[N:2].[BH4-].[Na+].